From a dataset of Forward reaction prediction with 1.9M reactions from USPTO patents (1976-2016). Predict the product of the given reaction. (1) Given the reactants Br[C:2]1[CH:7]=[C:6]([F:8])[C:5]([OH:9])=[C:4]([F:10])[CH:3]=1.[B:11]1([B:11]2[O:15][C:14]([CH3:17])([CH3:16])[C:13]([CH3:19])([CH3:18])[O:12]2)[O:15][C:14]([CH3:17])([CH3:16])[C:13]([CH3:19])([CH3:18])[O:12]1, predict the reaction product. The product is: [F:8][C:6]1[CH:7]=[C:2]([B:11]2[O:15][C:14]([CH3:17])([CH3:16])[C:13]([CH3:19])([CH3:18])[O:12]2)[CH:3]=[C:4]([F:10])[C:5]=1[OH:9]. (2) Given the reactants [F:1][C:2]1[CH:3]=[C:4]([N:14]2[CH2:18][C@H:17]([CH2:19]S(C)(=O)=O)[O:16][C:15]2=[O:24])[CH:5]=[CH:6][C:7]=1[N:8]1[CH:12]=[N:11][C:10]([CH3:13])=[N:9]1.[N-:25]=[N+:26]=[N-:27].[Na+].O, predict the reaction product. The product is: [F:1][C:2]1[CH:3]=[C:4]([N:14]2[CH2:18][CH:17]([CH2:19][N:25]=[N+:26]=[N-:27])[O:16][C:15]2=[O:24])[CH:5]=[CH:6][C:7]=1[N:8]1[CH:12]=[N:11][C:10]([CH3:13])=[N:9]1. (3) Given the reactants [C:1]([C:3](=[N:9]O)[C:4]([O:6][CH2:7][CH3:8])=[O:5])#[N:2], predict the reaction product. The product is: [NH2:9][CH:3]([C:1]#[N:2])[C:4]([O:6][CH2:7][CH3:8])=[O:5]. (4) The product is: [CH3:1][C:2]([CH3:27])([CH3:28])[CH2:3][C:4]([NH:6][C:7]1[CH:8]=[C:9]2[C:13](=[CH:14][CH:15]=1)[N:12]([CH2:16][C:17]1[CH:22]=[CH:21][CH:20]=[CH:19][C:18]=1[F:23])[C:11]([C:24]([NH:41][C:42]1[CH:43]=[CH:44][C:45]([NH:48][C:49](=[O:55])[O:50][C:51]([CH3:53])([CH3:52])[CH3:54])=[CH:46][CH:47]=1)=[O:26])=[CH:10]2)=[O:5]. Given the reactants [CH3:1][C:2]([CH3:28])([CH3:27])[CH2:3][C:4]([NH:6][C:7]1[CH:8]=[C:9]2[C:13](=[CH:14][CH:15]=1)[N:12]([CH2:16][C:17]1[CH:22]=[CH:21][CH:20]=[CH:19][C:18]=1[F:23])[C:11]([C:24]([OH:26])=O)=[CH:10]2)=[O:5].CN(C)CCCN=C=NCC.Cl.[NH2:41][C:42]1[CH:47]=[CH:46][C:45]([NH:48][C:49](=[O:55])[O:50][C:51]([CH3:54])([CH3:53])[CH3:52])=[CH:44][CH:43]=1, predict the reaction product. (5) Given the reactants [NH2:1][C:2]1[S:3][C:4]([C:11]([NH:13][C:14]2[C:19]([CH3:20])=[CH:18][C:17]([CH3:21])=[CH:16][C:15]=2[CH3:22])=[O:12])=[C:5]([C:7]([F:10])([F:9])[F:8])[N:6]=1.FC(F)(F)[C:25]([O-:27])=[O:26], predict the reaction product. The product is: [CH3:22][C:15]1[CH:16]=[C:17]([CH3:21])[CH:18]=[C:19]([CH3:20])[C:14]=1[NH:13][C:11]([C:4]1[S:3][C:2]([NH:1][C:25](=[O:26])[O:27][C:15]([CH3:22])([CH3:16])[CH3:14])=[N:6][C:5]=1[C:7]([F:8])([F:9])[F:10])=[O:12]. (6) Given the reactants Br[C:2]1[CH:7]=[CH:6][C:5]([CH2:8][CH2:9][CH2:10][OH:11])=[CH:4][CH:3]=1.C([O-])(=O)C.[K+].[B:17]1([B:17]2[O:21][C:20]([CH3:23])([CH3:22])[C:19]([CH3:25])([CH3:24])[O:18]2)[O:21][C:20]([CH3:23])([CH3:22])[C:19]([CH3:25])([CH3:24])[O:18]1.CS(C)=O, predict the reaction product. The product is: [CH3:24][C:19]1([CH3:25])[C:20]([CH3:23])([CH3:22])[O:21][B:17]([C:2]2[CH:7]=[CH:6][C:5]([CH2:8][CH2:9][CH2:10][OH:11])=[CH:4][CH:3]=2)[O:18]1.